This data is from Peptide-MHC class II binding affinity with 134,281 pairs from IEDB. The task is: Regression. Given a peptide amino acid sequence and an MHC pseudo amino acid sequence, predict their binding affinity value. This is MHC class II binding data. (1) The peptide sequence is PFTVRYTTEGGTKGE. The MHC is HLA-DQA10201-DQB10202 with pseudo-sequence HLA-DQA10201-DQB10202. The binding affinity (normalized) is 0.131. (2) The peptide sequence is SLGVGADQGCAINFG. The MHC is DRB3_0101 with pseudo-sequence DRB3_0101. The binding affinity (normalized) is 0.644.